Regression. Given a peptide amino acid sequence and an MHC pseudo amino acid sequence, predict their binding affinity value. This is MHC class II binding data. From a dataset of Peptide-MHC class II binding affinity with 134,281 pairs from IEDB. (1) The peptide sequence is EGHHLASAAILGHDG. The MHC is DRB3_0202 with pseudo-sequence DRB3_0202. The binding affinity (normalized) is 0.400. (2) The peptide sequence is SKEEKDTNGTDRAEI. The MHC is H-2-IAb with pseudo-sequence H-2-IAb. The binding affinity (normalized) is 0. (3) The peptide sequence is ALEDDLLNRNNSFKP. The MHC is DRB1_0405 with pseudo-sequence DRB1_0405. The binding affinity (normalized) is 0. (4) The peptide sequence is MKGVERLAVMGDTAW. The MHC is DRB1_0901 with pseudo-sequence DRB1_0901. The binding affinity (normalized) is 0.462. (5) The peptide sequence is EVVDYLGIPASARPV. The MHC is DRB1_0901 with pseudo-sequence DRB1_0901. The binding affinity (normalized) is 0.549. (6) The peptide sequence is AAATAVTTVYGAFAA. The MHC is HLA-DQA10401-DQB10402 with pseudo-sequence HLA-DQA10401-DQB10402. The binding affinity (normalized) is 0.520. (7) The peptide sequence is GSDEKNLALSIKYNK. The MHC is DRB3_0202 with pseudo-sequence DRB3_0202. The binding affinity (normalized) is 0.358. (8) The peptide sequence is QLYSKFLLKAEPLAF. The MHC is DRB1_0405 with pseudo-sequence DRB1_0405. The binding affinity (normalized) is 0.620.